Task: Predict the reaction yield, written as a fraction of the theoretical maximum amount of product (1.0 means a 100% yield; for example, 0.34 means a 34% yield).. Dataset: Reaction yield outcomes from USPTO patents with 853,638 reactions (1) The reactants are BrCCC[CH2:5][C:6]([CH3:21])([C:15]1C=[CH:19][CH:18]=[CH:17][CH:16]=1)[CH2:7][O:8][CH:9]1[CH2:14][CH2:13][CH2:12][CH2:11][O:10]1.[Br:22]CCCCCC(C)(C)CO.O1C=CCCC1. The catalyst is C(Cl)Cl.O.C1(C)C=CC(S(O)(=O)=O)=CC=1. The product is [Br:22][CH2:19][CH2:18][CH2:17][CH2:16][CH2:15][C:6]([CH3:21])([CH3:5])[CH2:7][O:8][CH:9]1[CH2:14][CH2:13][CH2:12][CH2:11][O:10]1. The yield is 0.460. (2) The reactants are [F:1][C:2]1[CH:15]=[C:14]([N+:16]([O-:18])=[O:17])[CH:13]=[CH:12][C:3]=1[O:4][C:5]1[CH:10]=[CH:9][N:8]=[C:7]([NH2:11])[CH:6]=1.Cl[C:20](OC1C=CC=CC=1)=[O:21].Cl.Cl.Cl.[CH3:32][N:33]([CH3:44])[CH:34]1[CH2:37][N:36]([CH:38]2[CH2:43][CH2:42][NH:41][CH2:40][CH2:39]2)[CH2:35]1.[OH-].[Na+]. The catalyst is O1CCCC1.O.C(N(CC)CC)C.CN(C)C=O. The product is [F:1][C:2]1[CH:15]=[C:14]([N+:16]([O-:18])=[O:17])[CH:13]=[CH:12][C:3]=1[O:4][C:5]1[CH:10]=[CH:9][N:8]=[C:7]([NH:11][C:20]([N:41]2[CH2:42][CH2:43][CH:38]([N:36]3[CH2:35][CH:34]([N:33]([CH3:44])[CH3:32])[CH2:37]3)[CH2:39][CH2:40]2)=[O:21])[CH:6]=1. The yield is 1.00. (3) The reactants are [C:1]([C:3]1[CH:8]=[CH:7][C:6]([CH:9]2[CH2:14][CH2:13][N:12]([C:15]([C:17]3[CH:18]=[CH:19][C:20]([CH3:28])=[C:21]([NH:23][S:24]([CH3:27])(=[O:26])=[O:25])[CH:22]=3)=[O:16])[CH2:11][CH2:10]2)=[CH:5][CH:4]=1)#[N:2].[BH4-].[Na+].C(=O)([O-])O.[Na+]. The catalyst is CO.O.O.O.O.O.O.[Co](Cl)Cl. The product is [NH2:2][CH2:1][C:3]1[CH:8]=[CH:7][C:6]([CH:9]2[CH2:10][CH2:11][N:12]([C:15]([C:17]3[CH:18]=[CH:19][C:20]([CH3:28])=[C:21]([NH:23][S:24]([CH3:27])(=[O:26])=[O:25])[CH:22]=3)=[O:16])[CH2:13][CH2:14]2)=[CH:5][CH:4]=1. The yield is 0.380. (4) The reactants are [OH:1][C:2]1[CH:3]=[C:4]2[C:9](=[CH:10][CH:11]=1)[CH:8]=[C:7]([C@:12]1([CH3:18])[CH2:16][O:15][C:14](=[O:17])[NH:13]1)[CH:6]=[CH:5]2.[CH2:19]([CH:24]1[CH2:29][CH2:28][CH:27](O)[CH2:26][CH2:25]1)[CH2:20][CH2:21][CH2:22][CH3:23].O1CCCC1.C1(P(C2C=CC=CC=2)C2C=CC=CC=2)C=CC=CC=1.N(C(OC(C)C)=O)=NC(OC(C)C)=O. The catalyst is C(OCC)(=O)C. The product is [CH3:18][C@@:12]1([C:7]2[CH:6]=[CH:5][C:4]3[C:9](=[CH:10][CH:11]=[C:2]([O:1][CH:27]4[CH2:26][CH2:25][CH:24]([CH2:19][CH2:20][CH2:21][CH2:22][CH3:23])[CH2:29][CH2:28]4)[CH:3]=3)[CH:8]=2)[CH2:16][O:15][C:14](=[O:17])[NH:13]1. The yield is 0.680. (5) The reactants are [CH3:1][C:2]1[N:3]([C:8]2[CH:9]=[C:10]([CH:14]=[CH:15][C:16]=2[C:17]([O:19][CH3:20])=[O:18])[C:11](O)=[O:12])[C:4]([CH3:7])=[CH:5][CH:6]=1.C(N(CC)CC)C.ClC(OCC)=O.[NH2:34][NH2:35]. The catalyst is ClCCl. The product is [CH3:1][C:2]1[N:3]([C:8]2[CH:9]=[C:10]([C:11]([NH:34][NH2:35])=[O:12])[CH:14]=[CH:15][C:16]=2[C:17]([O:19][CH3:20])=[O:18])[C:4]([CH3:7])=[CH:5][CH:6]=1. The yield is 0.500. (6) The reactants are Cl[C:2]1[N:3]=[C:4]([NH:18][CH2:19][CH2:20][CH3:21])[C:5]2[N:6]=[C:7]([NH:16][CH3:17])[N:8]=[C:9]([NH:12][CH2:13][CH2:14][CH3:15])[C:10]=2[N:11]=1.[CH3:22][O-:23].[Na+]. The catalyst is CO. The product is [CH3:22][O:23][C:2]1[N:3]=[C:4]([NH:18][CH2:19][CH2:20][CH3:21])[C:5]2[N:6]=[C:7]([NH:16][CH3:17])[N:8]=[C:9]([NH:12][CH2:13][CH2:14][CH3:15])[C:10]=2[N:11]=1. The yield is 0.760.